From a dataset of Forward reaction prediction with 1.9M reactions from USPTO patents (1976-2016). Predict the product of the given reaction. (1) Given the reactants [Br:1][C:2]1[CH:11]=[CH:10][C:5]2=[N+:6]([O-])[O:7][N:8]=[C:4]2[C:3]=1[Cl:12].P(OCC)(OCC)OCC, predict the reaction product. The product is: [Br:1][C:2]1[CH:11]=[CH:10][C:5]2=[N:6][O:7][N:8]=[C:4]2[C:3]=1[Cl:12]. (2) The product is: [CH3:18][N:13]1[C:14]([CH3:17])([CH3:16])[CH2:15][CH:10]([NH:9][C:7]2[C:6]([F:21])=[CH:5][N:4]=[C:3]([NH:22][C:23]3[CH:24]=[C:25]([N:30]4[C:34](=[O:35])[N:33]([CH3:36])[N:32]=[N:31]4)[CH:26]=[C:27]([F:29])[CH:28]=3)[N:8]=2)[CH2:11][C:12]1([CH3:20])[CH3:19]. Given the reactants Cl.Cl[C:3]1[N:8]=[C:7]([NH:9][CH:10]2[CH2:15][C:14]([CH3:17])([CH3:16])[N:13]([CH3:18])[C:12]([CH3:20])([CH3:19])[CH2:11]2)[C:6]([F:21])=[CH:5][N:4]=1.[NH2:22][C:23]1[CH:24]=[C:25]([N:30]2[C:34](=[O:35])[N:33]([CH3:36])[N:32]=[N:31]2)[CH:26]=[C:27]([F:29])[CH:28]=1.C(O)(C(F)(F)F)=O, predict the reaction product. (3) Given the reactants [NH2:1][C@H:2]([C:4]([NH:6][CH2:7][C:8]([NH:10][C@H:11]([C:15]([NH:17][C@H:18]([C:27]([NH:29][C@@H:30]([C:40]([NH:42][C@H:43]([C:54]([NH:56]C(OCC1C2C(=CC=CC=2)C2C1=CC=CC=2)=O)=[O:55])[CH2:44][C:45]1[C:53]2[C:48](=[CH:49][CH:50]=[CH:51][CH:52]=2)[NH:47][CH:46]=1)=[O:41])[CH2:31][CH2:32][C:33](=[O:39])[O:34][C:35]([CH3:38])([CH3:37])[CH3:36])=[O:28])[CH2:19][C:20](=[O:26])[O:21][C:22]([CH3:25])([CH3:24])[CH3:23])=[O:16])[C@@H:12]([CH3:14])[OH:13])=[O:9])=[O:5])[CH3:3].[NH:74]1[CH2:79][CH2:78][CH2:77][CH2:76][CH2:75]1, predict the reaction product. The product is: [CH3:79][N:74]1[CH2:75][CH2:76][CH2:77][CH2:78]1.[NH2:1][C@H:2]([C:4]([NH:6][CH2:7][C:8]([NH:10][C@H:11]([C:15]([NH:17][C@H:18]([C:27]([NH:29][C@@H:30]([C:40]([NH:42][C@H:43]([C:54]([NH2:56])=[O:55])[CH2:44][C:45]1[C:53]2[C:48](=[CH:49][CH:50]=[CH:51][CH:52]=2)[NH:47][CH:46]=1)=[O:41])[CH2:31][CH2:32][C:33](=[O:39])[O:34][C:35]([CH3:37])([CH3:36])[CH3:38])=[O:28])[CH2:19][C:20](=[O:26])[O:21][C:22]([CH3:23])([CH3:24])[CH3:25])=[O:16])[C@@H:12]([CH3:14])[OH:13])=[O:9])=[O:5])[CH3:3]. (4) Given the reactants Br[C:2]1[C:3]([O:17][C:18]2[CH:23]=[CH:22][C:21]([F:24])=[CH:20][C:19]=2[F:25])=[N:4][C:5]([O:8][C:9]2[CH:14]=[CH:13][C:12]([F:15])=[CH:11][C:10]=2[F:16])=[N:6][CH:7]=1.C1[CH2:30][O:29]CC1.C([Mg]Cl)(C)C.C([O:38]CC)C, predict the reaction product. The product is: [F:16][C:10]1[CH:11]=[C:12]([F:15])[CH:13]=[CH:14][C:9]=1[O:8][C:5]1[N:4]=[C:3]([O:17][C:18]2[CH:23]=[CH:22][C:21]([F:24])=[CH:20][C:19]=2[F:25])[C:2]([C:30]([OH:29])=[O:38])=[CH:7][N:6]=1. (5) Given the reactants [CH3:1][O:2][C:3]1[CH:4]=[CH:5][C:6]2[O:10][C:9]([NH:11][CH:12]3[CH2:17][CH2:16][NH:15][CH2:14][CH2:13]3)=[N:8][C:7]=2[CH:18]=1.ClC1OC2C=CC(OC)=CC=2N=1.[C:31]([O:35][C:36](N1CCC(N)CC1)=[O:37])([CH3:34])([CH3:33])[CH3:32], predict the reaction product. The product is: [C:31]([O:35][C:36]([N:15]1[CH2:16][CH2:17][CH:12]([NH:11][C:9]2[O:10][C:6]3[CH:5]=[CH:4][C:3]([O:2][CH3:1])=[CH:18][C:7]=3[N:8]=2)[CH2:13][CH2:14]1)=[O:37])([CH3:34])([CH3:33])[CH3:32].